This data is from Full USPTO retrosynthesis dataset with 1.9M reactions from patents (1976-2016). The task is: Predict the reactants needed to synthesize the given product. Given the product [C:1]([O:5][C:6]([N:8]1[CH2:13][CH2:12][CH:11]([NH:14][C:15]2[O:16][C:17]3[CH:23]=[CH:22][C:21]([C:24](=[O:53])[NH2:25])=[CH:20][C:18]=3[N:19]=2)[CH2:10][CH2:9]1)=[O:7])([CH3:4])([CH3:2])[CH3:3], predict the reactants needed to synthesize it. The reactants are: [C:1]([O:5][C:6]([N:8]1[CH2:13][CH2:12][CH:11]([NH:14][C:15]2[O:16][C:17]3[CH:23]=[CH:22][C:21]([C:24]#[N:25])=[CH:20][C:18]=3[N:19]=2)[CH2:10][CH2:9]1)=[O:7])([CH3:4])([CH3:3])[CH3:2].S1C2C=CC=CC=2N=C1NC1CCN(CC2C3C(=CC=CC=3)C=CC=2[O:53]CC)CC1.C(=O)([O-])[O-].[K+].[K+].OO.O.